Task: Predict the reaction yield, written as a fraction of the theoretical maximum amount of product (1.0 means a 100% yield; for example, 0.34 means a 34% yield).. Dataset: Reaction yield outcomes from USPTO patents with 853,638 reactions (1) The reactants are I[C:2]1[CH:3]=[CH:4][CH:5]=[C:6]2[C:11]=1[N:10]=[C:9]([NH:12][C:13]1([CH3:17])[CH2:16][CH2:15][CH2:14]1)[N:8]([CH3:18])[C:7]2=[O:19].[CH3:20][C@@H:21]1[C:25]2[NH:26][C:27](B3OC(C)(C)C(C)(C)O3)=[CH:28][C:24]=2[C:23](=[O:38])[NH:22]1. No catalyst specified. The product is [CH3:18][N:8]1[C:7](=[O:19])[C:6]2[C:11](=[C:2]([C:27]3[NH:26][C:25]4[C@@H:21]([CH3:20])[NH:22][C:23](=[O:38])[C:24]=4[CH:28]=3)[CH:3]=[CH:4][CH:5]=2)[N:10]=[C:9]1[NH:12][C:13]1([CH3:17])[CH2:16][CH2:15][CH2:14]1. The yield is 0.540. (2) The reactants are Cl[C:2](Cl)(Cl)[CH:3]([OH:5])O.S([O-])([O-])(=O)=O.[Na+].[Na+].S(O)(O)(=O)=O.[NH2:20][OH:21].[NH2:22][C:23]1[CH:31]=[CH:30][CH:29]=[C:28]2[C:24]=1[CH2:25][CH2:26][CH2:27]2.Cl. The catalyst is O. The yield is 0.900. The product is [OH:21][N:20]=[CH:2][C:3]([NH:22][C:23]1[CH:31]=[CH:30][CH:29]=[C:28]2[C:24]=1[CH2:25][CH2:26][CH2:27]2)=[O:5]. (3) The reactants are [Cl:1][C:2]1[CH:7]=[C:6]([N+:8]([O-:10])=[O:9])[CH:5]=[CH:4][C:3]=1[S:11][C:12]1[S:13][C:14]2[CH:20]=[CH:19][C:18]([C:21]([OH:23])=[O:22])=[CH:17][C:15]=2[N:16]=1.[CH3:24][Si](C=[N+]=[N-])(C)C. The catalyst is CO.C1COCC1.CCCCCC. The product is [CH3:24][O:22][C:21]([C:18]1[CH:19]=[CH:20][C:14]2[S:13][C:12]([S:11][C:3]3[CH:4]=[CH:5][C:6]([N+:8]([O-:10])=[O:9])=[CH:7][C:2]=3[Cl:1])=[N:16][C:15]=2[CH:17]=1)=[O:23]. The yield is 1.00. (4) The reactants are [N+:1]([C:4]1[N:9]=[CH:8][C:7]([C:10]2[CH2:15][CH2:14][N:13]([C:16]([O:18][C:19]([CH3:22])([CH3:21])[CH3:20])=[O:17])[CH2:12][CH:11]=2)=[CH:6][CH:5]=1)([O-])=O. The catalyst is [Pd].CO. The product is [NH2:1][C:4]1[N:9]=[CH:8][C:7]([CH:10]2[CH2:15][CH2:14][N:13]([C:16]([O:18][C:19]([CH3:22])([CH3:21])[CH3:20])=[O:17])[CH2:12][CH2:11]2)=[CH:6][CH:5]=1. The yield is 0.780. (5) The reactants are [NH2:1][C:2]1[CH:7]=[CH:6][CH:5]=[C:4]([NH2:8])[C:3]=1[NH:9][CH2:10][CH2:11][CH2:12][CH2:13][CH2:14][OH:15].[Cl:16][C:17]1[CH:22]=[C:21]([Cl:23])[CH:20]=[CH:19][C:18]=1[N:24]=[C:25]=[S:26]. The catalyst is O1CCCC1. The product is [NH2:1][C:2]1[C:3]([NH:9][CH2:10][CH2:11][CH2:12][CH2:13][CH2:14][OH:15])=[C:4]([NH:8][C:25]([NH:24][C:18]2[CH:19]=[CH:20][C:21]([Cl:23])=[CH:22][C:17]=2[Cl:16])=[S:26])[CH:5]=[CH:6][CH:7]=1. The yield is 0.320.